Dataset: Peptide-MHC class I binding affinity with 185,985 pairs from IEDB/IMGT. Task: Regression. Given a peptide amino acid sequence and an MHC pseudo amino acid sequence, predict their binding affinity value. This is MHC class I binding data. (1) The peptide sequence is LEELMKMGA. The MHC is HLA-B45:01 with pseudo-sequence HLA-B45:01. The binding affinity (normalized) is 0.525. (2) The peptide sequence is RTYIYWHGR. The MHC is HLA-A03:01 with pseudo-sequence HLA-A03:01. The binding affinity (normalized) is 0.872. (3) The peptide sequence is GRWMLPQGM. The MHC is HLA-B08:01 with pseudo-sequence HLA-B08:01. The binding affinity (normalized) is 0.0847. (4) The peptide sequence is VVFEDGLPR. The MHC is HLA-B15:17 with pseudo-sequence HLA-B15:17. The binding affinity (normalized) is 0.0847. (5) The peptide sequence is HSDTHGLYW. The MHC is HLA-A02:03 with pseudo-sequence HLA-A02:03. The binding affinity (normalized) is 0.0847. (6) The peptide sequence is RQRHYFDSA. The MHC is HLA-B39:01 with pseudo-sequence HLA-B39:01. The binding affinity (normalized) is 0.0847. (7) The peptide sequence is MMYASWGVH. The MHC is HLA-B46:01 with pseudo-sequence HLA-B46:01. The binding affinity (normalized) is 0.239.